Task: Regression. Given two drug SMILES strings and cell line genomic features, predict the synergy score measuring deviation from expected non-interaction effect.. Dataset: NCI-60 drug combinations with 297,098 pairs across 59 cell lines (1) Drug 1: C1=CC(=CC=C1CCC2=CNC3=C2C(=O)NC(=N3)N)C(=O)NC(CCC(=O)O)C(=O)O. Drug 2: C1CC(C1)(C(=O)O)C(=O)O.[NH2-].[NH2-].[Pt+2]. Cell line: SF-268. Synergy scores: CSS=30.6, Synergy_ZIP=-5.12, Synergy_Bliss=-2.49, Synergy_Loewe=-14.9, Synergy_HSA=0.681. (2) Drug 1: CCC1(CC2CC(C3=C(CCN(C2)C1)C4=CC=CC=C4N3)(C5=C(C=C6C(=C5)C78CCN9C7C(C=CC9)(C(C(C8N6C=O)(C(=O)OC)O)OC(=O)C)CC)OC)C(=O)OC)O.OS(=O)(=O)O. Drug 2: C(CCl)NC(=O)N(CCCl)N=O. Cell line: SK-MEL-5. Synergy scores: CSS=21.4, Synergy_ZIP=-6.95, Synergy_Bliss=-5.28, Synergy_Loewe=-8.80, Synergy_HSA=-8.51. (3) Drug 1: C1=CC(=CC=C1CCCC(=O)O)N(CCCl)CCCl. Drug 2: C#CCC(CC1=CN=C2C(=N1)C(=NC(=N2)N)N)C3=CC=C(C=C3)C(=O)NC(CCC(=O)O)C(=O)O. Cell line: KM12. Synergy scores: CSS=-4.55, Synergy_ZIP=-4.17, Synergy_Bliss=-8.95, Synergy_Loewe=-7.49, Synergy_HSA=-7.49.